Predict the reaction yield, written as a fraction of the theoretical maximum amount of product (1.0 means a 100% yield; for example, 0.34 means a 34% yield). From a dataset of Reaction yield outcomes from USPTO patents with 853,638 reactions. (1) The reactants are [NH2:1][C:2]1[CH:3]=[C:4]([CH:21]=[CH:22][CH:23]=1)[O:5][C:6]1[CH:7]=[CH:8][C:9]2[N:10]([CH:12]=[C:13]([NH:15][C:16]([CH:18]3[CH2:20][CH2:19]3)=[O:17])[N:14]=2)[N:11]=1.[NH:24]1[C:32]2[C:27](=[CH:28][CH:29]=[CH:30][CH:31]=2)[CH:26]=[C:25]1[C:33](O)=[O:34].C(Cl)(=O)C(Cl)=O.O1CCCC1. The catalyst is CN(C)C=O.CN1CCCC1=O. The product is [CH:18]1([C:16]([NH:15][C:13]2[N:14]=[C:9]3[CH:8]=[CH:7][C:6]([O:5][C:4]4[CH:3]=[C:2]([NH:1][C:33]([C:25]5[NH:24][C:32]6[C:27]([CH:26]=5)=[CH:28][CH:29]=[CH:30][CH:31]=6)=[O:34])[CH:23]=[CH:22][CH:21]=4)=[N:11][N:10]3[CH:12]=2)=[O:17])[CH2:20][CH2:19]1. The yield is 0.700. (2) The reactants are [Si]([O:8][CH2:9][C@@H:10]1[C@H:14]2[O:15][C:16]([CH3:19])([CH3:18])[O:17][C@H:13]2[C@H:12]([N:20]([CH3:28])[C:21]2[CH:26]=[C:25]([Cl:27])[N:24]=[CH:23][N:22]=2)[CH2:11]1)(C(C)(C)C)(C)C.[F-].C([N+](CCCC)(CCCC)CCCC)CCC. The catalyst is C1COCC1. The product is [Cl:27][C:25]1[N:24]=[CH:23][N:22]=[C:21]([N:20]([CH3:28])[C@H:12]2[C@@H:13]3[O:17][C:16]([CH3:18])([CH3:19])[O:15][C@@H:14]3[C@@H:10]([CH2:9][OH:8])[CH2:11]2)[CH:26]=1. The yield is 0.890. (3) No catalyst specified. The reactants are [CH2:1]([NH:5][C:6]1[N:11]=[C:10]([C:12]2[C:13]([C:22]3[CH:27]=[CH:26][C:25]([F:28])=[CH:24][CH:23]=3)=[N:14][N:15]3[C:20](Cl)=[CH:19][CH:18]=[CH:17][C:16]=23)[CH:9]=[CH:8][N:7]=1)[CH2:2][CH2:3][CH3:4].[CH3:29][O:30][CH2:31][CH2:32][NH2:33]. The yield is 0.930. The product is [CH2:1]([NH:5][C:6]1[N:11]=[C:10]([C:12]2[C:13]([C:22]3[CH:27]=[CH:26][C:25]([F:28])=[CH:24][CH:23]=3)=[N:14][N:15]3[C:20]([NH:33][CH2:32][CH2:31][O:30][CH3:29])=[CH:19][CH:18]=[CH:17][C:16]=23)[CH:9]=[CH:8][N:7]=1)[CH2:2][CH2:3][CH3:4]. (4) The reactants are [Cl:1][C:2]1[N:3]=[C:4]2[C:9](=[CH:10][CH:11]=1)[N:8]=[CH:7][C:6]([C:12](=[O:14])[CH3:13])=[C:5]2[NH:15][C:16]1[CH:17]=[N:18][C:19]([O:22][CH2:23][CH2:24][N:25]([CH3:27])[CH3:26])=[CH:20][CH:21]=1.[Cl:28][C:29]1[CH:34]=[C:33](B2OC(C)(C)C(C)(C)O2)[CH:32]=[C:31]([F:44])[C:30]=1[OH:45].C1(N)C(F)=C(F)C(F)=C(N)C=1F.Cl.Cl. No catalyst specified. The product is [ClH:1].[ClH:28].[Cl:28][C:29]1[CH:34]=[C:33]([C:2]2[N:3]=[C:4]3[C:9](=[CH:10][CH:11]=2)[N:8]=[CH:7][C:6]([C:12](=[O:14])[CH3:13])=[C:5]3[NH:15][C:16]2[CH:17]=[N:18][C:19]([O:22][CH2:23][CH2:24][N:25]([CH3:26])[CH3:27])=[CH:20][CH:21]=2)[CH:32]=[C:31]([F:44])[C:30]=1[OH:45]. The yield is 0.540. (5) The reactants are [Cl:1][C:2]1[CH:32]=[CH:31][CH:30]=[C:29]([Cl:33])[C:3]=1[C:4]([NH:6][CH:7]([C:27]#[N:28])[CH2:8][C:9]1[CH:10]=[C:11]2[C:16](=[CH:17][CH:18]=1)[N:15]=[C:14]([C:19]1[C:24]([Cl:25])=[CH:23][CH:22]=[CH:21][C:20]=1[Cl:26])[CH:13]=[CH:12]2)=[O:5].C[Si]([N:38]=[N+:39]=[N-:40])(C)C.C([Sn](=O)CCCC)CCC. The catalyst is C1(C)C=CC=CC=1. The product is [Cl:1][C:2]1[CH:32]=[CH:31][CH:30]=[C:29]([Cl:33])[C:3]=1[C:4]([NH:6][CH:7]([C:27]1[NH:40][N:39]=[N:38][N:28]=1)[CH2:8][C:9]1[CH:10]=[C:11]2[C:16](=[CH:17][CH:18]=1)[N:15]=[C:14]([C:19]1[C:24]([Cl:25])=[CH:23][CH:22]=[CH:21][C:20]=1[Cl:26])[CH:13]=[CH:12]2)=[O:5]. The yield is 0.360. (6) The catalyst is C(O)C. The yield is 0.970. The product is [CH2:26]([NH:31][C:2]1[CH:7]=[CH:6][C:5]([C:8]2[O:9][C:10]3[CH:16]=[CH:15][CH:14]=[CH:13][C:11]=3[N:12]=2)=[CH:4][C:3]=1[N+:17]([O-:19])=[O:18])[C:27]([CH3:30])([CH3:29])[CH3:28]. The reactants are F[C:2]1[CH:7]=[CH:6][C:5]([C:8]2[O:9][C:10]3[CH:16]=[CH:15][CH:14]=[CH:13][C:11]=3[N:12]=2)=[CH:4][C:3]=1[N+:17]([O-:19])=[O:18].C(=O)([O-])[O-].[K+].[K+].[CH2:26]([NH2:31])[C:27]([CH3:30])([CH3:29])[CH3:28].O. (7) The reactants are [CH3:1][C:2]([C:4]1[CH:9]=[C:8]([Br:10])[CH:7]=[CH:6][C:5]=1[OH:11])=[O:3].[C:12]([N:19]1[CH2:24][CH2:23][C:22](=O)[CH2:21][CH2:20]1)([O:14][C:15]([CH3:18])([CH3:17])[CH3:16])=[O:13].N1CCCC1. The catalyst is CO. The product is [C:15]([O:14][C:12]([N:19]1[CH2:24][CH2:23][C:22]2([CH2:1][C:2](=[O:3])[C:4]3[C:5](=[CH:6][CH:7]=[C:8]([Br:10])[CH:9]=3)[O:11]2)[CH2:21][CH2:20]1)=[O:13])([CH3:18])([CH3:16])[CH3:17]. The yield is 0.940.